Predict the product of the given reaction. From a dataset of Forward reaction prediction with 1.9M reactions from USPTO patents (1976-2016). Given the reactants [F:1][C:2]1[CH:3]=[CH:4][C:5]([O:25][CH3:26])=[C:6]([C@H:8]2[CH2:12][CH2:11][CH2:10][N:9]2[C:13]2[CH:18]=[CH:17][N:16]3[N:19]=[CH:20][C:21]([C:22](O)=[O:23])=[C:15]3[N:14]=2)[CH:7]=1.[NH2:27][C@H:28]1[CH2:33][CH2:32][C@H:31]([OH:34])[CH2:30][CH2:29]1, predict the reaction product. The product is: [F:1][C:2]1[CH:3]=[CH:4][C:5]([O:25][CH3:26])=[C:6]([C@H:8]2[CH2:12][CH2:11][CH2:10][N:9]2[C:13]2[CH:18]=[CH:17][N:16]3[N:19]=[CH:20][C:21]([C:22]([NH:27][C@H:28]4[CH2:33][CH2:32][C@H:31]([OH:34])[CH2:30][CH2:29]4)=[O:23])=[C:15]3[N:14]=2)[CH:7]=1.